Dataset: Human liver microsome stability data. Task: Regression/Classification. Given a drug SMILES string, predict its absorption, distribution, metabolism, or excretion properties. Task type varies by dataset: regression for continuous measurements (e.g., permeability, clearance, half-life) or binary classification for categorical outcomes (e.g., BBB penetration, CYP inhibition). Dataset: hlm. (1) The molecule is O=C(NC[C@H]1CC[C@@H](CCOc2ccccc2)CC1)c1cc(F)c(O)c(F)c1. The result is 1 (stable in human liver microsomes). (2) The compound is C#Cc1ccc(Nc2c(C(=O)NOCCO)cc(C=NOCCO)c(F)c2F)c(F)c1. The result is 0 (unstable in human liver microsomes). (3) The molecule is N#Cc1ccc(-c2ccc(C3(C(F)(F)F)CC3)nc2)nc1. The result is 0 (unstable in human liver microsomes). (4) The result is 0 (unstable in human liver microsomes). The compound is C[C@@H]1CN(C(=O)c2ccccc2)CCN1C(=O)C(=O)c1c[nH]c2c(C(N)=O)ccc(F)c12. (5) The compound is COc1ccc(-c2cc(-c3ccc(S(C)(=O)=O)cc3)cnc2N)cn1. The result is 0 (unstable in human liver microsomes). (6) The compound is COc1ccc(S(=O)(=O)N[C@H]2CC[C@@H](N3CCC(c4ccccc4OCCF)CC3)CC2)cc1OC. The result is 1 (stable in human liver microsomes). (7) The molecule is Cc1noc(C)c1-c1ccc(-c2nc(C)c([C@H](OC(C)(C)C)C(=O)O)c(-c3ccc(Cl)cc3)c2C)cc1. The result is 0 (unstable in human liver microsomes). (8) The molecule is CC#CC(CC(=O)O)c1ccc(OCc2ccc(C(=O)N3CCC4(C=Cc5ccccc54)CC3)s2)cc1. The result is 1 (stable in human liver microsomes).